From a dataset of Forward reaction prediction with 1.9M reactions from USPTO patents (1976-2016). Predict the product of the given reaction. (1) Given the reactants [Cl:1][C:2]1[CH:7]=[CH:6][C:5]([C:8]2[C:17]3[C:12](=[CH:13][C:14](OS(C(F)(F)F)(=O)=O)=[CH:15][CH:16]=3)[CH:11]=[C:10]([CH3:26])[C:9]=2[C@H:27]([OH:33])[C:28]([O:30]CC)=[O:29])=[CH:4][CH:3]=1.[BH4-].[Na+].BrC1C=[C:45]2[C:40]([CH:41]=C(C)C(C(=O)C(OCC)=O)=C2C2C=CC(Cl)=CC=2)=[CH:39]C=1.[C:62]([C:64]1([NH2:70])[CH2:69][CH2:68][CH2:67][CH2:66][CH2:65]1)#[CH:63], predict the reaction product. The product is: [NH2:70][C:64]1([C:62]#[C:63][C:15]2[CH:16]=[C:17]3[C:12]([CH:11]=[C:10]([CH3:26])[C:9]([C@H:27]([O:33][C:40]([CH3:45])([CH3:41])[CH3:39])[C:28]([OH:30])=[O:29])=[C:8]3[C:5]3[CH:6]=[CH:7][C:2]([Cl:1])=[CH:3][CH:4]=3)=[CH:13][CH:14]=2)[CH2:69][CH2:68][CH2:67][CH2:66][CH2:65]1. (2) Given the reactants [CH:1]([NH:4][CH2:5][C@H:6]1[N:11]([C:12]([C:14]2[CH:18]=[C:17]([CH3:19])[N:16]([C:20]3[CH:25]=[CH:24][CH:23]=[CH:22][CH:21]=3)[C:15]=2[C:26]2[CH:31]=[CH:30][CH:29]=[CH:28][CH:27]=2)=[O:13])[CH2:10][CH2:9][N:8]([C:32]([O:34][C:35]([CH3:38])([CH3:37])[CH3:36])=[O:33])[CH2:7]1)([CH3:3])[CH3:2].C1COCC1.[N:44]([CH2:47][CH2:48][C:49]([O:51][CH2:52][CH3:53])=[O:50])=[C:45]=[O:46], predict the reaction product. The product is: [CH2:52]([O:51][C:49](=[O:50])[CH2:48][CH2:47][NH:44][C:45]([N:4]([CH2:5][C@H:6]1[N:11]([C:12]([C:14]2[CH:18]=[C:17]([CH3:19])[N:16]([C:20]3[CH:21]=[CH:22][CH:23]=[CH:24][CH:25]=3)[C:15]=2[C:26]2[CH:27]=[CH:28][CH:29]=[CH:30][CH:31]=2)=[O:13])[CH2:10][CH2:9][N:8]([C:32]([O:34][C:35]([CH3:36])([CH3:38])[CH3:37])=[O:33])[CH2:7]1)[CH:1]([CH3:3])[CH3:2])=[O:46])[CH3:53].